Dataset: Peptide-MHC class I binding affinity with 185,985 pairs from IEDB/IMGT. Task: Regression. Given a peptide amino acid sequence and an MHC pseudo amino acid sequence, predict their binding affinity value. This is MHC class I binding data. (1) The peptide sequence is AMFIGHATA. The MHC is HLA-A02:19 with pseudo-sequence HLA-A02:19. The binding affinity (normalized) is 0.0847. (2) The peptide sequence is SPGDNSAKF. The MHC is HLA-B07:02 with pseudo-sequence HLA-B07:02. The binding affinity (normalized) is 0.299. (3) The binding affinity (normalized) is 0.559. The peptide sequence is IDGDGQVNYEEF. The MHC is Mamu-B8701 with pseudo-sequence Mamu-B8701. (4) The peptide sequence is KYMDNELVY. The MHC is HLA-C07:02 with pseudo-sequence HLA-C07:02. The binding affinity (normalized) is 0.607. (5) The peptide sequence is QLCYCPASKK. The MHC is HLA-A68:01 with pseudo-sequence HLA-A68:01. The binding affinity (normalized) is 0.432. (6) The peptide sequence is TEYDGHINL. The MHC is HLA-B40:02 with pseudo-sequence HLA-B40:02. The binding affinity (normalized) is 1.00. (7) The peptide sequence is AEYISSEATTPV. The binding affinity (normalized) is 0.359. The MHC is Patr-A0901 with pseudo-sequence Patr-A0901.